This data is from NCI-60 drug combinations with 297,098 pairs across 59 cell lines. The task is: Regression. Given two drug SMILES strings and cell line genomic features, predict the synergy score measuring deviation from expected non-interaction effect. (1) Drug 1: C1=NC2=C(N1)C(=S)N=C(N2)N. Drug 2: CCC1(CC2CC(C3=C(CCN(C2)C1)C4=CC=CC=C4N3)(C5=C(C=C6C(=C5)C78CCN9C7C(C=CC9)(C(C(C8N6C=O)(C(=O)OC)O)OC(=O)C)CC)OC)C(=O)OC)O.OS(=O)(=O)O. Cell line: MALME-3M. Synergy scores: CSS=37.3, Synergy_ZIP=-2.53, Synergy_Bliss=2.48, Synergy_Loewe=-4.47, Synergy_HSA=0.0165. (2) Drug 1: C1C(C(OC1N2C=NC3=C(N=C(N=C32)Cl)N)CO)O. Drug 2: CN1C2=C(C=C(C=C2)N(CCCl)CCCl)N=C1CCCC(=O)O.Cl. Cell line: KM12. Synergy scores: CSS=16.4, Synergy_ZIP=-6.62, Synergy_Bliss=-2.05, Synergy_Loewe=-23.4, Synergy_HSA=-5.22.